Dataset: NCI-60 drug combinations with 297,098 pairs across 59 cell lines. Task: Regression. Given two drug SMILES strings and cell line genomic features, predict the synergy score measuring deviation from expected non-interaction effect. (1) Drug 1: CC(C)NC(=O)C1=CC=C(C=C1)CNNC.Cl. Drug 2: C(CCl)NC(=O)N(CCCl)N=O. Cell line: LOX IMVI. Synergy scores: CSS=0.553, Synergy_ZIP=-3.17, Synergy_Bliss=-13.3, Synergy_Loewe=-17.2, Synergy_HSA=-13.8. (2) Drug 2: C1=NC2=C(N1)C(=S)N=CN2. Cell line: SR. Drug 1: C(=O)(N)NO. Synergy scores: CSS=35.6, Synergy_ZIP=-0.819, Synergy_Bliss=-1.04, Synergy_Loewe=-40.2, Synergy_HSA=-1.30. (3) Drug 1: C1=NC2=C(N1)C(=S)N=C(N2)N. Drug 2: CCCS(=O)(=O)NC1=C(C(=C(C=C1)F)C(=O)C2=CNC3=C2C=C(C=N3)C4=CC=C(C=C4)Cl)F. Cell line: SF-539. Synergy scores: CSS=13.0, Synergy_ZIP=-13.5, Synergy_Bliss=-9.59, Synergy_Loewe=-17.1, Synergy_HSA=-8.90. (4) Drug 1: CC1=C(C=C(C=C1)NC2=NC=CC(=N2)N(C)C3=CC4=NN(C(=C4C=C3)C)C)S(=O)(=O)N.Cl. Drug 2: CC1C(C(CC(O1)OC2CC(CC3=C2C(=C4C(=C3O)C(=O)C5=C(C4=O)C(=CC=C5)OC)O)(C(=O)C)O)N)O.Cl. Cell line: SN12C. Synergy scores: CSS=34.3, Synergy_ZIP=4.58, Synergy_Bliss=10.9, Synergy_Loewe=11.1, Synergy_HSA=11.1.